Task: Predict the product of the given reaction.. Dataset: Forward reaction prediction with 1.9M reactions from USPTO patents (1976-2016) Given the reactants [F:1][C:2]1[CH:3]=[C:4]([C:14](=[O:38])[NH:15][CH2:16][C:17]2[CH:22]=[C:21]([C:23]3[CH:24]=[N:25][C:26]([C:29]([F:32])([F:31])[F:30])=[CH:27][CH:28]=3)[CH:20]=[C:19]([O:33][CH2:34][CH2:35][O:36][CH3:37])[N:18]=2)[N:5](C(OC(C)(C)C)=O)[CH:6]=1.FC(F)(F)C(O)=O, predict the reaction product. The product is: [F:1][C:2]1[CH:3]=[C:4]([C:14]([NH:15][CH2:16][C:17]2[CH:22]=[C:21]([C:23]3[CH:24]=[N:25][C:26]([C:29]([F:31])([F:32])[F:30])=[CH:27][CH:28]=3)[CH:20]=[C:19]([O:33][CH2:34][CH2:35][O:36][CH3:37])[N:18]=2)=[O:38])[NH:5][CH:6]=1.